Dataset: Forward reaction prediction with 1.9M reactions from USPTO patents (1976-2016). Task: Predict the product of the given reaction. (1) Given the reactants [CH3:1][O:2][C:3]1[CH:38]=[C:37]([O:39][CH3:40])[CH:36]=[CH:35][C:4]=1[CH2:5][N:6]1[C:15]2[CH:14]=[C:13](B3OC(C)(C)C(C)(C)O3)[CH:12]=[CH:11][C:10]=2[C:9]2[N:25]([CH:28]3[CH2:33][CH2:32][O:31][CH2:30][CH2:29]3)[N:26]=[CH:27][C:8]=2[C:7]1=[O:34].Br[C:42]1[C:43]([O:49][CH3:50])=[N:44][CH:45]=[CH:46][C:47]=1[CH3:48].C(=O)([O-])[O-].[Cs+].[Cs+].O, predict the reaction product. The product is: [CH3:1][O:2][C:3]1[CH:38]=[C:37]([O:39][CH3:40])[CH:36]=[CH:35][C:4]=1[CH2:5][N:6]1[C:15]2[CH:14]=[C:13]([C:42]3[C:43]([O:49][CH3:50])=[N:44][CH:45]=[CH:46][C:47]=3[CH3:48])[CH:12]=[CH:11][C:10]=2[C:9]2[N:25]([CH:28]3[CH2:29][CH2:30][O:31][CH2:32][CH2:33]3)[N:26]=[CH:27][C:8]=2[C:7]1=[O:34]. (2) Given the reactants Br[C:2]1[CH:3]=[C:4]([C:21]([NH2:23])=[O:22])[C:5]2[NH:6][C:7]3[C:12]([C:13]=2[CH:14]=1)=[CH:11][CH:10]=[C:9]([N:15]1[CH2:20][CH2:19][O:18][CH2:17][CH2:16]1)[CH:8]=3.[C:24]1(B(O)O)[CH:29]=[CH:28][CH:27]=[CH:26][CH:25]=1.C([O-])([O-])=O.[Na+].[Na+], predict the reaction product. The product is: [O:18]1[CH2:19][CH2:20][N:15]([C:9]2[CH:8]=[C:7]3[C:12]([C:13]4[CH:14]=[C:2]([C:24]5[CH:29]=[CH:28][CH:27]=[CH:26][CH:25]=5)[CH:3]=[C:4]([C:21]([NH2:23])=[O:22])[C:5]=4[NH:6]3)=[CH:11][CH:10]=2)[CH2:16][CH2:17]1. (3) Given the reactants [NH2:1][C:2]1[C:7]([F:8])=[CH:6][C:5]([NH:9][CH2:10][C@@H:11]([OH:21])[CH2:12][O:13][CH2:14][C:15]2[CH:20]=[CH:19][CH:18]=[CH:17][CH:16]=2)=[C:4]([C:22]#[C:23][C:24]([CH3:35])([CH3:34])[CH2:25][O:26][CH2:27][C:28]2[CH:33]=[CH:32][CH:31]=[CH:30][CH:29]=2)[CH:3]=1, predict the reaction product. The product is: [NH2:1][C:2]1[CH:3]=[C:4]2[C:5](=[CH:6][C:7]=1[F:8])[N:9]([CH2:10][C@@H:11]([OH:21])[CH2:12][O:13][CH2:14][C:15]1[CH:20]=[CH:19][CH:18]=[CH:17][CH:16]=1)[C:23]([C:24]([CH3:35])([CH3:34])[CH2:25][O:26][CH2:27][C:28]1[CH:29]=[CH:30][CH:31]=[CH:32][CH:33]=1)=[CH:22]2. (4) Given the reactants [F:1][C:2]1[CH:3]=[CH:4][C:5]2[N:6]([C:8]([CH:18]([C:20]3[N:21]([CH3:25])[CH:22]=[CH:23][N:24]=3)O)=[C:9]([C:11]3[CH:16]=[CH:15][C:14]([F:17])=[CH:13][CH:12]=3)[N:10]=2)[CH:7]=1, predict the reaction product. The product is: [F:1][C:2]1[CH:3]=[CH:4][C:5]2[N:6]([C:8]([CH2:18][C:20]3[N:21]([CH3:25])[CH:22]=[CH:23][N:24]=3)=[C:9]([C:11]3[CH:12]=[CH:13][C:14]([F:17])=[CH:15][CH:16]=3)[N:10]=2)[CH:7]=1. (5) Given the reactants C([O:8][C:9](=[O:23])[C@H:10]1[CH2:14][C@H:13]([F:15])[CH2:12][N:11]1[C:16]([O:18][C:19]([CH3:22])([CH3:21])[CH3:20])=[O:17])C1C=CC=CC=1, predict the reaction product. The product is: [C:19]([O:18][C:16]([N:11]1[CH2:12][C@@H:13]([F:15])[CH2:14][C@H:10]1[C:9]([OH:23])=[O:8])=[O:17])([CH3:22])([CH3:20])[CH3:21]. (6) Given the reactants [C:1]([C:3]1[CH:4]=[C:5]([C:9]2[C:10]3[N:11]([C:25]([CH2:28][CH3:29])=[CH:26][CH:27]=3)[N:12]=[C:13]([CH3:24])[C:14]=2[CH2:15][CH2:16][CH2:17][CH2:18]C(OCC)=O)[CH:6]=[CH:7][CH:8]=1)#[N:2].[BH4-].[Li+].[O:32]1[CH2:36][CH2:35][CH2:34][CH2:33]1, predict the reaction product. The product is: [CH2:28]([C:25]1[N:11]2[N:12]=[C:13]([CH3:24])[C:14]([CH2:15][CH2:16][CH2:17][CH2:18][CH2:34][CH2:33][OH:32])=[C:9]([C:5]3[CH:4]=[C:3]([CH:8]=[CH:7][CH:6]=3)[C:1]#[N:2])[C:10]2=[CH:27][CH:26]=1)[CH3:29].[NH2:2][CH2:1][C:3]1[CH:4]=[C:5]([C:9]2[C:10]3[N:11]([C:25]([CH2:28][CH3:29])=[CH:26][CH:27]=3)[N:12]=[C:13]([CH3:24])[C:14]=2[CH2:15][CH2:16][CH2:36][CH2:35][CH2:34][CH2:33][OH:32])[CH:6]=[CH:7][CH:8]=1. (7) Given the reactants [Cl:1][C:2]1[CH:22]=[CH:21][C:5]([CH2:6][N:7]2[CH2:12][CH2:11][N:10](C(OC(C)(C)C)=O)[CH2:9][C:8]2=[O:20])=[CH:4][CH:3]=1.Cl, predict the reaction product. The product is: [Cl:1][C:2]1[CH:22]=[CH:21][C:5]([CH2:6][N:7]2[CH2:12][CH2:11][NH:10][CH2:9][C:8]2=[O:20])=[CH:4][CH:3]=1. (8) Given the reactants C1(CCN2C3C(=CC=CC=3)C(O)(C3C(O)=CC4OCOC=4C=3)C2=O)CC1.[C:27]1([CH:33]([C:57]2[CH:62]=[CH:61][CH:60]=[CH:59][CH:58]=2)[N:34]2[C:42]3[C:37](=[CH:38][CH:39]=[CH:40][CH:41]=3)[C:36](O)([C:43]3[CH:48]=[CH:47][C:46]([O:49][C:50]([F:53])([F:52])[F:51])=[CH:45][C:44]=3[OH:54])[C:35]2=[O:56])[CH:32]=[CH:31][CH:30]=[CH:29][CH:28]=1, predict the reaction product. The product is: [C:27]1([CH:33]([C:57]2[CH:62]=[CH:61][CH:60]=[CH:59][CH:58]=2)[N:34]2[C:42]3[C:37](=[CH:38][CH:39]=[CH:40][CH:41]=3)[CH:36]([C:43]3[CH:48]=[CH:47][C:46]([O:49][C:50]([F:52])([F:53])[F:51])=[CH:45][C:44]=3[OH:54])[C:35]2=[O:56])[CH:28]=[CH:29][CH:30]=[CH:31][CH:32]=1. (9) The product is: [CH2:40]([C:39]1([CH3:38])[O:51][CH2:56][CH:9]([CH:8]=[CH:7][C:4]2[CH:3]=[CH:2][C:1]([C:12]3[CH:13]=[CH:14][CH:15]=[CH:16][CH:17]=3)=[CH:6][CH:5]=2)[O:10][O:50]1)[CH2:41][CH2:42][CH2:43][CH2:44][CH2:45][CH2:46][CH2:47][CH2:48][CH3:49]. Given the reactants [C:1]1([C:12]2[CH:17]=[CH:16][CH:15]=[CH:14][CH:13]=2)[CH:6]=[CH:5][C:4]([C:7](C)=[CH:8][CH2:9][OH:10])=[CH:3][CH:2]=1.CN(C1C=CC2N=C3C(=CC(C=C3)=[N+](C)C)SC=2C=1)C.[CH3:38][C:39](=[O:50])[CH2:40][CH2:41][CH2:42][CH2:43][CH2:44][CH2:45][CH2:46][CH2:47][CH2:48][CH3:49].[O:51]1[CH2:56]CCOO1, predict the reaction product. (10) Given the reactants [N:1]1[C:10]2[C:5](=[CH:6][CH:7]=[CH:8][CH:9]=2)[CH:4]=[CH:3][C:2]=1[N:11]1[CH2:14][CH:13]([O:15][C:16]2[C:17]([CH:22]3[CH2:27][CH2:26][N:25](C(OC(C)(C)C)=O)[CH2:24][CH2:23]3)=[N:18][CH:19]=[CH:20][N:21]=2)[CH2:12]1.[ClH:35], predict the reaction product. The product is: [ClH:35].[NH:25]1[CH2:26][CH2:27][CH:22]([C:17]2[C:16]([O:15][CH:13]3[CH2:14][N:11]([C:2]4[CH:3]=[CH:4][C:5]5[C:10](=[CH:9][CH:8]=[CH:7][CH:6]=5)[N:1]=4)[CH2:12]3)=[N:21][CH:20]=[CH:19][N:18]=2)[CH2:23][CH2:24]1.